This data is from Forward reaction prediction with 1.9M reactions from USPTO patents (1976-2016). The task is: Predict the product of the given reaction. Given the reactants [CH3:1][N:2]1[C:10]2[C:9]([O:11][C:12]3[CH:17]=[CH:16][C:15]([CH2:18][C:19]([O:21]CC)=[O:20])=[CH:14][CH:13]=3)=[N:8][CH:7]=[N:6][C:5]=2[CH:4]=[CH:3]1.[OH-].[Na+].Cl, predict the reaction product. The product is: [CH3:1][N:2]1[C:10]2[C:9]([O:11][C:12]3[CH:13]=[CH:14][C:15]([CH2:18][C:19]([OH:21])=[O:20])=[CH:16][CH:17]=3)=[N:8][CH:7]=[N:6][C:5]=2[CH:4]=[CH:3]1.